From a dataset of Full USPTO retrosynthesis dataset with 1.9M reactions from patents (1976-2016). Predict the reactants needed to synthesize the given product. (1) Given the product [C:12]([N:8]1[C:9]2[C:5](=[CH:4][CH:3]=[C:2]([F:1])[CH:10]=2)[CH2:6][C:7]1=[O:11])(=[O:14])[CH3:13], predict the reactants needed to synthesize it. The reactants are: [F:1][C:2]1[CH:10]=[C:9]2[C:5]([CH2:6][C:7](=[O:11])[NH:8]2)=[CH:4][CH:3]=1.[C:12](OC(=O)C)(=[O:14])[CH3:13]. (2) Given the product [N+:17]([C:14]1[CH:15]=[CH:16][C:11]([C:4]2[CH:5]=[CH:6][N:1]=[CH:2][CH:3]=2)=[CH:12][CH:13]=1)([O-:19])=[O:18], predict the reactants needed to synthesize it. The reactants are: [N:1]1[CH:6]=[CH:5][C:4](B(O)O)=[CH:3][CH:2]=1.I[C:11]1[CH:16]=[CH:15][C:14]([N+:17]([O-:19])=[O:18])=[CH:13][CH:12]=1.C([O-])([O-])=O.[Na+].[Na+].CCOC(C)=O. (3) Given the product [C:1]([O:4][C@@H:5]([C@H:16]1[C@@H:21]2[N:22]=[C:23]([CH3:24])[O:25][C@@H:20]2[CH:19]=[C:18]([C:30]([O:32][CH3:33])=[O:31])[O:17]1)[C@H:6]([O:12][C:13](=[O:15])[CH3:14])[CH2:7][O:8][C:9](=[O:11])[CH3:10])(=[O:3])[CH3:2], predict the reactants needed to synthesize it. The reactants are: [C:1]([O:4][C@@H:5]([C@H:16]1[C@H:21]([NH:22][C:23](=[O:25])[CH3:24])[C@@H:20](OC(=O)C)[CH2:19][C@@:18](OC(=O)C)([C:30]([O:32][CH3:33])=[O:31])[O:17]1)[C@H:6]([O:12][C:13](=[O:15])[CH3:14])[CH2:7][O:8][C:9](=[O:11])[CH3:10])(=[O:3])[CH3:2].[Si](OS(C(F)(F)F)(=O)=O)(C)(C)C. (4) Given the product [Cl:1][C:2]([Cl:6])([Cl:5])[C:3]1[NH:11][CH:10]=[CH:9][N:4]=1, predict the reactants needed to synthesize it. The reactants are: [Cl:1][C:2]([Cl:6])([Cl:5])[C:3]#[N:4].CO[CH:9](OC)[CH2:10][NH2:11]. (5) Given the product [CH3:16][S:15]([C:12]1[CH:13]=[CH:14][C:9]([O:8][CH2:1][C:2]2[CH:3]=[CH:4][CH:5]=[CH:6][CH:7]=2)=[CH:10][C:11]=1[CH3:17])=[O:26], predict the reactants needed to synthesize it. The reactants are: [CH2:1]([O:8][C:9]1[CH:14]=[CH:13][C:12]([S:15][CH3:16])=[C:11]([CH3:17])[CH:10]=1)[C:2]1[CH:7]=[CH:6][CH:5]=[CH:4][CH:3]=1.ClC1C=CC=C(C(OO)=[O:26])C=1. (6) Given the product [OH:4][CH2:5][CH2:6][CH2:7][CH2:8][N:9]1[C:17]2[C:16](=[O:29])[NH:15][C:14]([NH:19][C:20]3[CH:25]=[CH:24][C:23]([CH3:26])=[C:22]([CH2:27][CH3:28])[CH:21]=3)=[N:13][C:12]=2[N:11]=[CH:10]1, predict the reactants needed to synthesize it. The reactants are: C([O:4][CH2:5][CH2:6][CH2:7][CH2:8][N:9]1[C:17]2[C:12](=[N:13][C:14]([NH:19][C:20]3[CH:25]=[CH:24][C:23]([CH3:26])=[C:22]([CH2:27][CH3:28])[CH:21]=3)=[N:15][C:16]=2Cl)[N:11]=[CH:10]1)(=O)C.[OH-:29].[Na+]. (7) Given the product [Cl:20][CH2:21][C:22]([N:6]([CH2:7][C:8]([O:10][C:11]([CH3:13])([CH3:14])[CH3:12])=[O:9])[C:5]1[CH:15]=[CH:16][CH:17]=[C:3]([C:2]([F:18])([F:19])[F:1])[CH:4]=1)=[O:23], predict the reactants needed to synthesize it. The reactants are: [F:1][C:2]([F:19])([F:18])[C:3]1[CH:4]=[C:5]([CH:15]=[CH:16][CH:17]=1)[NH:6][CH2:7][C:8]([O:10][C:11]([CH3:14])([CH3:13])[CH3:12])=[O:9].[Cl:20][CH2:21][C:22](Cl)=[O:23].C([N+](CCCC)(CCCC)CCCC)CCC.C([O-])([O-])=O.[K+].[K+].